The task is: Predict the reaction yield, written as a fraction of the theoretical maximum amount of product (1.0 means a 100% yield; for example, 0.34 means a 34% yield).. This data is from Reaction yield outcomes from USPTO patents with 853,638 reactions. (1) The product is [C:2]([NH:4][C:5]1[CH:10]=[CH:9][C:8]([NH:11][C:14]([CH3:16])=[CH:13][C:12]([O:18][CH3:19])=[O:17])=[CH:7][CH:6]=1)(=[O:3])[CH3:1]. The catalyst is CO. The yield is 0.470. The reactants are [CH3:1][C:2]([NH:4][C:5]1[CH:10]=[CH:9][C:8]([NH2:11])=[CH:7][CH:6]=1)=[O:3].[C:12]([O:18][CH3:19])(=[O:17])[CH2:13][C:14]([CH3:16])=O. (2) The reactants are Cl.[Cl:2][C:3]1[CH:4]=[C:5]2[C:11]([C:12]3[N:17]=[C:16]([NH:18][C@H:19]4[CH2:23][CH2:22][NH:21][CH2:20]4)[C:15]([F:24])=[CH:14][N:13]=3)=[CH:10][N:9](S(C3C=CC(C)=CC=3)(=O)=O)[C:6]2=[N:7][CH:8]=1.ClC1[CH:66]=[C:65]2[C:64]([C:67]3N=C(N[C@H]4CCNC4)C(F)=CN=3)=CN(S(C3[CH:66]=[CH:65][C:64]([CH3:67])=CC=3)(=O)=O)C2=NC=1.C1(C=O)CC1.C([BH3-])#N.[Na+].C([O-])(=O)C.[K+].C[O-].[Na+].CO. The catalyst is CO. The product is [Cl:2][C:3]1[CH:4]=[C:5]2[C:11]([C:12]3[N:17]=[C:16]([NH:18][C@H:19]4[CH2:23][CH2:22][N:21]([CH2:67][CH:64]5[CH2:65][CH2:66]5)[CH2:20]4)[C:15]([F:24])=[CH:14][N:13]=3)=[CH:10][NH:9][C:6]2=[N:7][CH:8]=1. The yield is 0.170.